This data is from Catalyst prediction with 721,799 reactions and 888 catalyst types from USPTO. The task is: Predict which catalyst facilitates the given reaction. (1) Reactant: [F:1][C:2]1[C:3](=[O:9])[NH:4][C:5](=[O:8])[NH:6][CH:7]=1.C(=O)([O-])[O-].[K+].[K+].Br[CH2:17][CH2:18][CH:19]([O:22][CH3:23])[O:20][CH3:21]. Product: [CH3:21][O:20][CH:19]([O:22][CH3:23])[CH2:18][CH2:17][N:6]1[CH:7]=[C:2]([F:1])[C:3](=[O:9])[NH:4][C:5]1=[O:8]. The catalyst class is: 9. (2) Reactant: [CH3:1][C:2]1[CH:11]=[CH:10][C:9]2[C:4](=[CH:5][CH:6]=[CH:7][C:8]=2[N:12]2[CH2:17][CH2:16][N:15]([CH2:18][C:19]([C:21]3[CH:22]=[CH:23][C:24]4[O:29][CH2:28][C:27](=[O:30])[NH:26][C:25]=4[CH:31]=3)=O)[CH2:14][CH2:13]2)[N:3]=1.C([O-])(=O)C.[NH4+].C([BH3-])#[N:38].[Na+]. Product: [NH2:38][CH:19]([C:21]1[CH:22]=[CH:23][C:24]2[O:29][CH2:28][C:27](=[O:30])[NH:26][C:25]=2[CH:31]=1)[CH2:18][N:15]1[CH2:14][CH2:13][N:12]([C:8]2[CH:7]=[CH:6][CH:5]=[C:4]3[C:9]=2[CH:10]=[CH:11][C:2]([CH3:1])=[N:3]3)[CH2:17][CH2:16]1. The catalyst class is: 5.